This data is from Reaction yield outcomes from USPTO patents with 853,638 reactions. The task is: Predict the reaction yield, written as a fraction of the theoretical maximum amount of product (1.0 means a 100% yield; for example, 0.34 means a 34% yield). (1) The reactants are Cl[C:2]1[C:7]([C:8]([O:10][CH2:11][CH3:12])=[O:9])=[CH:6][N:5]=[C:4]([S:13][CH3:14])[N:3]=1.[CH3:15][NH2:16]. The catalyst is O1CCCC1. The product is [CH3:15][NH:16][C:2]1[C:7]([C:8]([O:10][CH2:11][CH3:12])=[O:9])=[CH:6][N:5]=[C:4]([S:13][CH3:14])[N:3]=1. The yield is 0.960. (2) The yield is 0.970. The product is [F:32][C:2]([F:1])([F:31])[O:3][C:4]1[CH:5]=[CH:6][C:7]([N:10]2[CH:14]=[N:13][C:12]([C:15]3[CH:30]=[CH:29][C:18]([CH2:19][CH2:20][NH2:21])=[CH:17][CH:16]=3)=[N:11]2)=[CH:8][CH:9]=1. The reactants are [F:1][C:2]([F:32])([F:31])[O:3][C:4]1[CH:9]=[CH:8][C:7]([N:10]2[CH:14]=[N:13][C:12]([C:15]3[CH:30]=[CH:29][C:18]([CH2:19][CH2:20][NH:21]C(=O)OC(C)(C)C)=[CH:17][CH:16]=3)=[N:11]2)=[CH:6][CH:5]=1.FC(F)(F)C(O)=O. The catalyst is ClCCl.